Dataset: Catalyst prediction with 721,799 reactions and 888 catalyst types from USPTO. Task: Predict which catalyst facilitates the given reaction. (1) Reactant: [CH:1]([C:4]1[CH:9]=[CH:8][C:7]([CH:10]2[C:14]3[C:15]([CH3:29])=[C:16]([NH:21][C:22](=[O:28])[C:23]([O:25]CC)=O)[C:17]([CH3:20])=[C:18]([CH3:19])[C:13]=3[O:12][CH2:11]2)=[CH:6][CH:5]=1)([CH3:3])[CH3:2].[C:30]([Mg]Cl)([CH3:33])([CH3:32])[CH3:31]. Product: [OH:25][CH:23]([C:30]([CH3:33])([CH3:32])[CH3:31])[C:22]([NH:21][C:16]1[C:17]([CH3:20])=[C:18]([CH3:19])[C:13]2[O:12][CH2:11][CH:10]([C:7]3[CH:6]=[CH:5][C:4]([CH:1]([CH3:2])[CH3:3])=[CH:9][CH:8]=3)[C:14]=2[C:15]=1[CH3:29])=[O:28]. The catalyst class is: 1. (2) Reactant: [C:1]([N:5]1[C:10](=[O:11])[C:9]([Cl:12])=[C:8]([OH:13])[CH:7]=[N:6]1)([CH3:4])([CH3:3])[CH3:2].O[CH2:15][C:16]1[CH:21]=[CH:20][C:19]([CH2:22][CH2:23][CH:24]([OH:26])[CH3:25])=[CH:18][CH:17]=1.C1(P(C2C=CC=CC=2)C2C=CC=CC=2)C=CC=CC=1.N(C(OC(C)C)=O)=NC(OC(C)C)=O. Product: [C:1]([N:5]1[C:10](=[O:11])[C:9]([Cl:12])=[C:8]([O:13][CH2:15][C:16]2[CH:21]=[CH:20][C:19]([CH2:22][CH2:23][CH:24]([OH:26])[CH3:25])=[CH:18][CH:17]=2)[CH:7]=[N:6]1)([CH3:4])([CH3:2])[CH3:3]. The catalyst class is: 56. (3) Reactant: Cl[C:2]1[C:15]2[C:6](=[C:7]3[C:12](=[CH:13][CH:14]=2)[C:11](Cl)=[CH:10][CH:9]=[N:8]3)[N:5]=[CH:4][CH:3]=1. Product: [CH3:4][N:5]([CH3:6])[C:2]1[C:15]2[C:6](=[C:7]3[C:12](=[CH:13][CH:14]=2)[C:11]([N:8]([CH3:9])[CH3:7])=[CH:10][CH:9]=[N:8]3)[N:5]=[CH:4][CH:3]=1. The catalyst class is: 3.